Dataset: Full USPTO retrosynthesis dataset with 1.9M reactions from patents (1976-2016). Task: Predict the reactants needed to synthesize the given product. (1) Given the product [CH2:1]([O:3][CH2:4][CH2:5][O:6][C:7]1[C:32]([O:33][CH3:34])=[CH:31][C:10]2[C:11]3[N:16]([CH:17]([C:19]([CH3:23])([CH3:24])[CH2:20][O:21][CH3:22])[CH2:18][C:9]=2[CH:8]=1)[CH:15]=[C:14]([C:25]([OH:27])=[O:26])[C:13](=[O:30])[CH:12]=3)[CH3:2], predict the reactants needed to synthesize it. The reactants are: [CH2:1]([O:3][CH2:4][CH2:5][O:6][C:7]1[C:32]([O:33][CH3:34])=[CH:31][C:10]2[C:11]3[N:16]([CH:17]([C:19]([CH3:24])([CH3:23])[CH2:20][O:21][CH3:22])[CH2:18][C:9]=2[CH:8]=1)[CH:15]=[C:14]([C:25]([O:27]CC)=[O:26])[C:13](=[O:30])[CH:12]=3)[CH3:2].[Li+].[OH-].Cl. (2) Given the product [NH2:1][C:2]1[C:3]([C:15]([NH2:17])=[O:16])=[N:4][C:5]([C:8]2[CH:13]=[CH:12][CH:11]=[C:10]([C:19]#[C:18][C@:20]3([OH:26])[CH2:24][CH2:23][O:22][C:21]3=[O:25])[CH:9]=2)=[CH:6][CH:7]=1, predict the reactants needed to synthesize it. The reactants are: [NH2:1][C:2]1[C:3]([C:15]([NH2:17])=[O:16])=[N:4][C:5]([C:8]2[CH:13]=[CH:12][CH:11]=[C:10](Br)[CH:9]=2)=[CH:6][CH:7]=1.[C:18]([C:20]1([OH:26])[CH2:24][CH2:23][O:22][C:21]1=[O:25])#[CH:19]. (3) Given the product [CH3:14][C:15]1[C:16]([CH:4]2[CH:5]([CH:8]=[CH:9][C:10](=[CH2:11])[CH3:12])[CH2:6][CH2:7][C:2]([CH3:1])=[CH:3]2)=[C:17]([OH:22])[CH:18]=[C:19]([OH:20])[CH:21]=1, predict the reactants needed to synthesize it. The reactants are: [CH3:1][C:2]1(O)[CH2:7][CH2:6][C@H:5]([CH:8]=[CH:9][C:10](=[CH2:12])[CH3:11])[CH:4]=[CH:3]1.[CH3:14][C:15]1[CH:16]=[C:17]([OH:22])[CH:18]=[C:19]([CH:21]=1)[OH:20].O.O.C(O)(=O)C(O)=O. (4) Given the product [C:15]([O:14][C:12]([NH:1][C:2]1[CH:3]=[C:4]2[C:8](=[CH:9][CH:10]=1)[NH:7][C:6](=[O:11])[CH2:5]2)=[O:13])([CH3:18])([CH3:17])[CH3:16], predict the reactants needed to synthesize it. The reactants are: [NH2:1][C:2]1[CH:3]=[C:4]2[C:8](=[CH:9][CH:10]=1)[NH:7][C:6](=[O:11])[CH2:5]2.[C:12](O[C:12]([O:14][C:15]([CH3:18])([CH3:17])[CH3:16])=[O:13])([O:14][C:15]([CH3:18])([CH3:17])[CH3:16])=[O:13]. (5) Given the product [Br:18][C:6]1[C:7](=[O:8])[N:2]([CH3:1])[C:3]([NH:9][C:10]2[CH:15]=[CH:14][CH:13]=[CH:12][CH:11]=2)=[N:4][CH:5]=1, predict the reactants needed to synthesize it. The reactants are: [CH3:1][N:2]1[C:7](=[O:8])[CH:6]=[CH:5][N:4]=[C:3]1[NH:9][C:10]1[CH:15]=[CH:14][CH:13]=[CH:12][CH:11]=1.CO.[Br:18]Br. (6) Given the product [Si:13]([O:20][CH:21]1[CH2:40][CH2:41][NH:3][CH:22]1[C:24]1[CH:29]=[CH:28][C:27]([NH:30][C:31]([C:33]2[CH:38]=[CH:37][CH:36]=[CH:35][N:34]=2)=[O:32])=[CH:26][C:25]=1[F:39])([C:16]([CH3:18])([CH3:19])[CH3:17])([CH3:14])[CH3:15], predict the reactants needed to synthesize it. The reactants are: C([N:3](CC)CC)C.CS(Cl)(=O)=O.[Si:13]([O:20][CH:21]([CH2:40][CH2:41]O)[CH:22]([C:24]1[CH:29]=[CH:28][C:27]([NH:30][C:31]([C:33]2[CH:38]=[CH:37][CH:36]=[CH:35][N:34]=2)=[O:32])=[CH:26][C:25]=1[F:39])O)([C:16]([CH3:19])([CH3:18])[CH3:17])([CH3:15])[CH3:14].C(=O)(O)[O-].[Na+]. (7) Given the product [F:4][C:5]1[CH:10]=[CH:9][C:8]([N:11]2[C:15]([C:16]3[N:17]=[CH:18][N:19]([C:21]4[CH:30]=[CH:29][C:24]([C:25]([OH:27])=[O:26])=[CH:23][N:22]=4)[CH:20]=3)=[C:14]([CH3:31])[N:13]=[N:12]2)=[CH:7][CH:6]=1, predict the reactants needed to synthesize it. The reactants are: O.[OH-].[Li+].[F:4][C:5]1[CH:10]=[CH:9][C:8]([N:11]2[C:15]([C:16]3[N:17]=[CH:18][N:19]([C:21]4[CH:30]=[CH:29][C:24]([C:25]([O:27]C)=[O:26])=[CH:23][N:22]=4)[CH:20]=3)=[C:14]([CH3:31])[N:13]=[N:12]2)=[CH:7][CH:6]=1. (8) The reactants are: FC(F)(F)C([O-])=O.[N:8]1([S:13]([N:16]2[CH:20]=[CH:19][N+:18](C)=[CH:17]2)(=[O:15])=[O:14])[CH:12]=[CH:11]N=[CH:9]1.N1CC[CH:25]([C:28]2[O:32][N:31]=[C:30]([C:33]3[CH:42]=[CH:41][C:40]4[C:35](=[CH:36][CH:37]=[CH:38][CH:39]=4)[N:34]=3)[N:29]=2)[CH2:24]C1. Given the product [N:16]1([S:13]([N:8]2[CH2:9][CH2:24][CH:25]([C:28]3[O:32][N:31]=[C:30]([C:33]4[CH:42]=[CH:41][C:40]5[C:35](=[CH:36][CH:37]=[CH:38][CH:39]=5)[N:34]=4)[N:29]=3)[CH2:11][CH2:12]2)(=[O:14])=[O:15])[CH:20]=[CH:19][N:18]=[CH:17]1, predict the reactants needed to synthesize it. (9) Given the product [ClH:16].[NH2:12][CH:3]([CH2:4][N:5]1[CH2:6][CH2:7][N:8]([CH3:11])[CH2:9][CH2:10]1)[CH2:2][OH:1], predict the reactants needed to synthesize it. The reactants are: [OH:1][CH2:2][CH:3]([NH:12]C(=O)C)[CH2:4][N:5]1[CH2:10][CH2:9][N:8]([CH3:11])[CH2:7][CH2:6]1.[ClH:16]. (10) The reactants are: [C:1]([C:5]1[N:10]=[C:9]([N:11]2[CH2:16][CH2:15][N:14]([CH2:17][CH2:18][CH2:19][CH2:20][NH2:21])[CH2:13][CH2:12]2)[CH:8]=[C:7]([C:22]([F:25])([F:24])[F:23])[N:6]=1)([CH3:4])([CH3:3])[CH3:2].C1N=CN([C:31](N2C=NC=C2)=[O:32])C=1.[C:38]1([C:50]2[CH:55]=[CH:54][CH:53]=[CH:52][CH:51]=2)[CH:43]=[CH:42][CH:41]=[C:40]([N:44]2[CH2:49][CH2:48][NH:47][CH2:46][CH2:45]2)[CH:39]=1. Given the product [C:38]1([C:50]2[CH:51]=[CH:52][CH:53]=[CH:54][CH:55]=2)[CH:43]=[CH:42][CH:41]=[C:40]([N:44]2[CH2:45][CH2:46][N:47]([C:31]([NH:21][CH2:20][CH2:19][CH2:18][CH2:17][N:14]3[CH2:15][CH2:16][N:11]([C:9]4[CH:8]=[C:7]([C:22]([F:24])([F:25])[F:23])[N:6]=[C:5]([C:1]([CH3:4])([CH3:2])[CH3:3])[N:10]=4)[CH2:12][CH2:13]3)=[O:32])[CH2:48][CH2:49]2)[CH:39]=1, predict the reactants needed to synthesize it.